This data is from Forward reaction prediction with 1.9M reactions from USPTO patents (1976-2016). The task is: Predict the product of the given reaction. Given the reactants [OH:1][C:2]1[CH:3]=[C:4]([CH:7]=[CH:8][C:9]=1O)[CH:5]=[O:6].[C:11](=[O:14])([O-])[O-].[Cs+].[Cs+].S(O[CH2:22][CH2:23][CH2:24][CH2:25][CH2:26][CH2:27][CH2:28][CH2:29]/[CH:30]=[CH:31]\[CH2:32][CH2:33][CH2:34][CH2:35][CH2:36][CH2:37][CH2:38][CH3:39])(=O)(=O)C, predict the reaction product. The product is: [CH2:22]([O:1][C:2]1[C:3]([O:14][CH2:11][CH2:22][CH2:23][CH2:24][CH2:25][CH2:26][CH2:27][CH2:28]/[CH:29]=[CH:30]\[CH2:31][CH2:32][CH2:33][CH2:34][CH2:35][CH2:36][CH2:37][CH3:38])=[C:4]([CH:7]=[CH:8][CH:9]=1)[CH:5]=[O:6])[CH2:23][CH2:24][CH2:25][CH2:26][CH2:27][CH2:28][CH2:29]/[CH:30]=[CH:31]\[CH2:32][CH2:33][CH2:34][CH2:35][CH2:36][CH2:37][CH2:38][CH3:39].